From a dataset of Reaction yield outcomes from USPTO patents with 853,638 reactions. Predict the reaction yield, written as a fraction of the theoretical maximum amount of product (1.0 means a 100% yield; for example, 0.34 means a 34% yield). (1) The reactants are [ClH:1].C1(C)C=CC(S(O)(=O)=O)=CC=1.[CH3:13][N:14]([CH2:16][C:17]([O:19][CH:20]1[CH2:25][CH2:24][N:23]([C:26]2[S:27][C:28](/[CH:31]=[C:32](\[C:43]#[N:44])/[C:33]3[CH:38]=[CH:37][C:36]([O:39][CH3:40])=[C:35]([O:41][CH3:42])[CH:34]=3)=[CH:29][CH:30]=2)[CH2:22][CH2:21]1)=[O:18])[CH3:15]. The catalyst is C(O)C. The product is [ClH:1].[CH3:13][N:14]([CH2:16][C:17]([O:19][CH:20]1[CH2:21][CH2:22][N:23]([C:26]2[S:27][C:28](/[CH:31]=[C:32](\[C:43]#[N:44])/[C:33]3[CH:38]=[CH:37][C:36]([O:39][CH3:40])=[C:35]([O:41][CH3:42])[CH:34]=3)=[CH:29][CH:30]=2)[CH2:24][CH2:25]1)=[O:18])[CH3:15]. The yield is 0.486. (2) The reactants are [CH3:1][O:2][C:3]1[CH:4]=[C:5]([OH:10])[CH:6]=[C:7]([CH3:9])[CH:8]=1.N12CCN(CC1)CC2.[CH3:19][N:20]([CH3:24])[C:21](Cl)=[S:22].CCOCC. The catalyst is CN(C=O)C. The product is [CH3:19][N:20]([CH3:24])[C:21](=[S:22])[O:10][C:5]1[CH:6]=[C:7]([CH3:9])[CH:8]=[C:3]([O:2][CH3:1])[CH:4]=1. The yield is 0.910. (3) The reactants are [F:1][C:2]1[CH:7]=[CH:6][C:5]([CH:8]2[C:16]3[O:15][C:14](=O)[NH:13][C:12](=[O:18])[C:11]=3[CH2:10][CH2:9]2)=[CH:4][CH:3]=1.[OH-].[NH4+:20]. No catalyst specified. The product is [F:1][C:2]1[CH:7]=[CH:6][C:5]([CH:8]2[C:16]3[NH:20][C:14](=[O:15])[NH:13][C:12](=[O:18])[C:11]=3[CH2:10][CH2:9]2)=[CH:4][CH:3]=1. The yield is 0.347. (4) The reactants are Br[CH2:2][CH2:3][CH2:4][N:5]1[CH:9]=[C:8]([C:10]([O:12][CH2:13][CH3:14])=[O:11])[CH:7]=[C:6]1[C:15]([O:17][CH2:18][CH3:19])=[O:16].[N-:20]=[N+:21]=[N-:22].[Na+]. The catalyst is CN(C=O)C.O.CCOC(C)=O. The product is [N:20]([CH2:2][CH2:3][CH2:4][N:5]1[CH:9]=[C:8]([C:10]([O:12][CH2:13][CH3:14])=[O:11])[CH:7]=[C:6]1[C:15]([O:17][CH2:18][CH3:19])=[O:16])=[N+:21]=[N-:22]. The yield is 0.750. (5) The reactants are C[O:2][C:3]1[CH:4]=[C:5](B2OC(C)(C)C(C)(C)O2)[CH:6]=[C:7]2[C:12]=1[O:11][CH:10]([C:13]([F:16])([F:15])[F:14])[C:9]([C:17]([O:19][CH2:20][CH3:21])=[O:18])=[CH:8]2.OO.[OH-].[Na+].Cl.[CH2:36]1COCC1. The catalyst is O. The yield is 0.710. The product is [OH:2][C:3]1[CH:12]=[C:7]2[C:6](=[C:5]([CH3:36])[CH:4]=1)[O:11][CH:10]([C:13]([F:15])([F:14])[F:16])[C:9]([C:17]([O:19][CH2:20][CH3:21])=[O:18])=[CH:8]2. (6) The reactants are [C:1]([CH2:14][C:15]([CH2:18][C:19]([CH2:22][CH2:23]I)([F:21])[F:20])([F:17])[F:16])([C:4]([C:7]([C:10]([F:13])([F:12])[F:11])([F:9])[F:8])([F:6])[F:5])([F:3])[F:2].CNC=[O:28].O. The catalyst is CCOCC. The product is [C:1]([CH2:14][C:15]([CH2:18][C:19]([CH2:22][CH2:23][OH:28])([F:21])[F:20])([F:17])[F:16])([C:4]([C:7]([C:10]([F:13])([F:12])[F:11])([F:9])[F:8])([F:6])[F:5])([F:3])[F:2]. The yield is 0.830. (7) The reactants are [NH:1]1[CH2:4][CH:3]([N:5]2[C:13]3[C:8](=[C:9]([Cl:14])[CH:10]=[CH:11][CH:12]=3)[C:7]([C:15]([NH:17][CH2:18][CH:19]3[CH2:24][CH2:23][C:22]([F:26])([F:25])[CH2:21][CH2:20]3)=[O:16])=[CH:6]2)[CH2:2]1.Br[CH:28]1[CH2:30][CH2:29]1.C(=O)([O-])[O-].[K+].[K+].[I-].[Na+]. The catalyst is CN(C=O)C. The product is [Cl:14][C:9]1[CH:10]=[CH:11][CH:12]=[C:13]2[C:8]=1[C:7]([C:15]([NH:17][CH2:18][CH:19]1[CH2:24][CH2:23][C:22]([F:26])([F:25])[CH2:21][CH2:20]1)=[O:16])=[CH:6][N:5]2[CH:3]1[CH2:4][N:1]([CH:28]2[CH2:30][CH2:29]2)[CH2:2]1. The yield is 0.100.